This data is from Full USPTO retrosynthesis dataset with 1.9M reactions from patents (1976-2016). The task is: Predict the reactants needed to synthesize the given product. (1) Given the product [CH2:24]([C:21]1[CH:20]=[CH:19][C:18]([CH2:17][C:14]2[C:13]([O:26][C@@H:27]3[O:35][C@H:34]([CH2:36][OH:37])[C@@H:32]([OH:33])[C@H:30]([OH:31])[C@H:28]3[OH:29])=[N:12][N:11]([CH2:10][CH2:9][OH:8])[C:15]=2[CH3:16])=[CH:23][CH:22]=1)[CH3:25], predict the reactants needed to synthesize it. The reactants are: C([O:8][CH2:9][CH2:10][N:11]1[C:15]([CH3:16])=[C:14]([CH2:17][C:18]2[CH:23]=[CH:22][C:21]([CH2:24][CH3:25])=[CH:20][CH:19]=2)[C:13]([O:26][C@@H:27]2[O:35][C@H:34]([CH2:36][OH:37])[C@@H:32]([OH:33])[C@H:30]([OH:31])[C@H:28]2[OH:29])=[N:12]1)C1C=CC=CC=1. (2) Given the product [Cl:21][C:22]1[CH:27]=[CH:26][C:25]([C:2]2[CH:3]=[CH:4][C:5]([CH2:19][CH3:20])=[C:6]([CH:8]3[C:14](=[O:15])[CH:13]4[CH2:12][CH2:11][CH:10]([CH2:17][CH2:16]4)[C:9]3=[O:18])[CH:7]=2)=[CH:24][CH:23]=1, predict the reactants needed to synthesize it. The reactants are: Br[C:2]1[CH:3]=[CH:4][C:5]([CH2:19][CH3:20])=[C:6]([CH:8]2[C:14](=[O:15])[CH:13]3[CH2:16][CH2:17][CH:10]([CH2:11][CH2:12]3)[C:9]2=[O:18])[CH:7]=1.[Cl:21][C:22]1[CH:27]=[CH:26][C:25](B(O)O)=[CH:24][CH:23]=1.[F-].[Cs+]. (3) The reactants are: Cl[CH2:2][CH2:3][CH2:4][N:5]1[C:14]2[C:9](=[CH:10][C:11]([F:16])=[C:12]([F:15])[CH:13]=2)[CH2:8][CH2:7][C:6]1=[O:17].[CH:18]1([CH2:21][O:22][CH2:23][CH:24]=[C:25]2[CH2:31][CH:30]3[NH:32][CH:27]([CH2:28][CH2:29]3)[CH2:26]2)[CH2:20][CH2:19]1.[Na+].[I-].C([O-])([O-])=O.[K+].[K+]. Given the product [CH:18]1([CH2:21][O:22][CH2:23][CH:24]=[C:25]2[CH2:26][CH:27]3[N:32]([CH2:2][CH2:3][CH2:4][N:5]4[C:14]5[C:9](=[CH:10][C:11]([F:16])=[C:12]([F:15])[CH:13]=5)[CH2:8][CH2:7][C:6]4=[O:17])[CH:30]([CH2:29][CH2:28]3)[CH2:31]2)[CH2:20][CH2:19]1, predict the reactants needed to synthesize it. (4) The reactants are: [C:1]([C:5]1[CH:12]=[CH:11][C:8]([CH:9]=O)=[CH:7][CH:6]=1)([CH3:4])([CH3:3])[CH3:2].[Cl:13][C:14]1[CH:19]=[CH:18][C:17]([N:20]([CH3:24])[CH2:21][CH2:22][NH2:23])=[CH:16][CH:15]=1.[BH4-].[Na+].[NH:27]1[C:35]2[C:30](=[CH:31][CH:32]=[CH:33][C:34]=2[C:36](O)=[O:37])[CH:29]=[CH:28]1.CCN=C=NCCCN(C)C.Cl. Given the product [C:1]([C:5]1[CH:12]=[CH:11][C:8]([CH2:9][N:23]([CH2:22][CH2:21][N:20]([C:17]2[CH:16]=[CH:15][C:14]([Cl:13])=[CH:19][CH:18]=2)[CH3:24])[C:36]([C:34]2[CH:33]=[CH:32][CH:31]=[C:30]3[C:35]=2[NH:27][CH:28]=[CH:29]3)=[O:37])=[CH:7][CH:6]=1)([CH3:4])([CH3:3])[CH3:2], predict the reactants needed to synthesize it. (5) Given the product [NH2:8][C@@H:12]([C:13]([CH3:21])=[CH:14][C:15]1[CH:20]=[CH:19][CH:18]=[CH:17][CH:16]=1)[CH2:11][OH:10], predict the reactants needed to synthesize it. The reactants are: C(OC([N:8]1[C@@H:12]([C:13]([CH3:21])=[CH:14][C:15]2[CH:20]=[CH:19][CH:18]=[CH:17][CH:16]=2)[CH2:11][O:10]C1(C)C)=O)(C)(C)C.